This data is from Full USPTO retrosynthesis dataset with 1.9M reactions from patents (1976-2016). The task is: Predict the reactants needed to synthesize the given product. (1) Given the product [CH2:32]([O:31][C:29]([N:24]1[CH:14]([C:12]([OH:18])=[O:13])[CH2:28][C:26]2([CH2:27][CH2:23]2)[CH2:25]1)=[O:30])[C:33]1[CH:34]=[CH:35][CH:36]=[CH:37][CH:38]=1, predict the reactants needed to synthesize it. The reactants are: C([Zn]CC)C.CCCCCC.[C:12]([OH:18])([C:14](F)(F)F)=[O:13].COC([CH:23]1[CH2:27][C:26](=[CH2:28])[CH2:25][N:24]1[C:29]([O:31][CH2:32][C:33]1[CH:38]=[CH:37][CH:36]=[CH:35][CH:34]=1)=[O:30])=O.C[N+]1([O-])CCOCC1. (2) Given the product [C:33]([OH:47])(=[O:46])[C:34]1[C:35](=[CH:39][C:40](=[CH:44][CH:45]=1)[C:41]([OH:43])=[O:42])[C:36]([OH:38])=[O:37].[NH:1]1[CH:5]=[CH:4][N:3]=[CH:2]1, predict the reactants needed to synthesize it. The reactants are: [NH:1]1[CH:5]=[CH:4][N:3]=[CH:2]1.C(OCCC[Si](OC)(OC)OC)C1OC1.[SiH4].C1(C2NC=CN=2)C=CC=CC=1.[C:33]([OH:47])(=[O:46])[C:34]1[C:35](=[CH:39][C:40](=[CH:44][CH:45]=1)[C:41]([OH:43])=[O:42])[C:36]([OH:38])=[O:37]. (3) Given the product [CH3:15][C:16]([NH:21][C:1]([C:2]1[C:3]([C:4]([NH:36][C:35]2[CH:37]=[CH:38][C:39]([Cl:42])=[C:40]([Cl:41])[C:34]=2[Cl:33])=[O:5])=[CH:7][CH:8]=[CH:9][CH:10]=1)=[O:11])([CH3:20])[CH2:17][S:18]([CH3:19])=[O:28], predict the reactants needed to synthesize it. The reactants are: [C:1](Cl)(=[O:11])[C:2]1[C:3](=[CH:7][CH:8]=[CH:9][CH:10]=1)[C:4](Cl)=[O:5].[OH-].[Na+].[CH3:15][C:16]([NH2:21])([CH3:20])[CH2:17][S:18][CH3:19].C1(=O)NC(=[O:28])C2=CC=CC1=C2.[Cl:33][C:34]1[C:40]([Cl:41])=[C:39]([Cl:42])[CH:38]=[CH:37][C:35]=1[NH2:36].OO.S([O-])([O-])=O.[Na+].[Na+].C(=O)([O-])O.[Na+].